This data is from NCI-60 drug combinations with 297,098 pairs across 59 cell lines. The task is: Regression. Given two drug SMILES strings and cell line genomic features, predict the synergy score measuring deviation from expected non-interaction effect. (1) Drug 1: CC1C(C(=O)NC(C(=O)N2CCCC2C(=O)N(CC(=O)N(C(C(=O)O1)C(C)C)C)C)C(C)C)NC(=O)C3=C4C(=C(C=C3)C)OC5=C(C(=O)C(=C(C5=N4)C(=O)NC6C(OC(=O)C(N(C(=O)CN(C(=O)C7CCCN7C(=O)C(NC6=O)C(C)C)C)C)C(C)C)C)N)C. Drug 2: CC12CCC3C(C1CCC2OP(=O)(O)O)CCC4=C3C=CC(=C4)OC(=O)N(CCCl)CCCl.[Na+]. Cell line: MDA-MB-435. Synergy scores: CSS=58.7, Synergy_ZIP=3.89, Synergy_Bliss=5.12, Synergy_Loewe=-3.71, Synergy_HSA=9.53. (2) Drug 1: CN1C(=O)N2C=NC(=C2N=N1)C(=O)N. Drug 2: COC1=NC(=NC2=C1N=CN2C3C(C(C(O3)CO)O)O)N. Cell line: U251. Synergy scores: CSS=9.36, Synergy_ZIP=-1.42, Synergy_Bliss=-2.33, Synergy_Loewe=2.79, Synergy_HSA=0.236. (3) Drug 1: C1CCC(CC1)NC(=O)N(CCCl)N=O. Drug 2: C1=CC=C(C=C1)NC(=O)CCCCCCC(=O)NO. Cell line: MCF7. Synergy scores: CSS=35.7, Synergy_ZIP=3.05, Synergy_Bliss=9.66, Synergy_Loewe=7.27, Synergy_HSA=10.8. (4) Drug 1: CN(C)N=NC1=C(NC=N1)C(=O)N. Drug 2: CC1C(C(CC(O1)OC2CC(OC(C2O)C)OC3=CC4=CC5=C(C(=O)C(C(C5)C(C(=O)C(C(C)O)O)OC)OC6CC(C(C(O6)C)O)OC7CC(C(C(O7)C)O)OC8CC(C(C(O8)C)O)(C)O)C(=C4C(=C3C)O)O)O)O. Cell line: 786-0. Synergy scores: CSS=-1.26, Synergy_ZIP=0.425, Synergy_Bliss=-3.72, Synergy_Loewe=-104, Synergy_HSA=-5.00.